This data is from Forward reaction prediction with 1.9M reactions from USPTO patents (1976-2016). The task is: Predict the product of the given reaction. (1) Given the reactants [Cl:1][C:2]1[CH:3]=[CH:4][C:5]2[N:11]3[C:12]([CH2:15][CH:16]([CH3:18])[CH3:17])=[CH:13][CH:14]=[C:10]3[C@@H:9]([CH2:19][CH2:20][N:21]3[C:25]([CH2:26][C:27]([O:29]CC)=[O:28])=[N:24][N:23]=[N:22]3)[O:8][C@H:7]([C:32]3[CH:37]=[CH:36][CH:35]=[C:34]([O:38][CH3:39])[C:33]=3[O:40][CH3:41])[C:6]=2[CH:42]=1.C(O)C.C(=O)([O-])[O-].[K+].[K+].Cl, predict the reaction product. The product is: [Cl:1][C:2]1[CH:3]=[CH:4][C:5]2[N:11]3[C:12]([CH2:15][CH:16]([CH3:18])[CH3:17])=[CH:13][CH:14]=[C:10]3[C@@H:9]([CH2:19][CH2:20][N:21]3[C:25]([CH2:26][C:27]([OH:29])=[O:28])=[N:24][N:23]=[N:22]3)[O:8][C@H:7]([C:32]3[CH:37]=[CH:36][CH:35]=[C:34]([O:38][CH3:39])[C:33]=3[O:40][CH3:41])[C:6]=2[CH:42]=1. (2) Given the reactants C(=O)([S:3][CH2:4][CH2:5][C@@:6]1([C:19]([N:21]2[CH2:30][CH2:29][C:28]3[N:27]=[CH:26][C:25]([C:31]([F:34])([F:33])[F:32])=[CH:24][C:23]=3[CH2:22]2)=[O:20])[CH2:10][C@H:9]([NH:11][C:12]([O:14][C:15]([CH3:18])([CH3:17])[CH3:16])=[O:13])[CH:8]=[CH:7]1)C.[OH-].[Na+], predict the reaction product. The product is: [SH:3][CH2:4][CH2:5][C@@:6]1([C:19]([N:21]2[CH2:30][CH2:29][C:28]3[N:27]=[CH:26][C:25]([C:31]([F:34])([F:33])[F:32])=[CH:24][C:23]=3[CH2:22]2)=[O:20])[CH2:10][C@H:9]([NH:11][C:12](=[O:13])[O:14][C:15]([CH3:16])([CH3:17])[CH3:18])[CH:8]=[CH:7]1.